Predict the reactants needed to synthesize the given product. From a dataset of Full USPTO retrosynthesis dataset with 1.9M reactions from patents (1976-2016). (1) Given the product [Br:1][C:2]1[CH:7]=[CH:6][C:5]([CH2:8][C:13]#[N:12])=[C:4]([O:9][CH3:10])[CH:3]=1, predict the reactants needed to synthesize it. The reactants are: [Br:1][C:2]1[CH:7]=[CH:6][C:5]([CH3:8])=[C:4]([O:9][CH3:10])[CH:3]=1.Br[N:12]1C(=O)CC[C:13]1=O.C(OOC(=O)C1C=CC=CC=1)(=O)C1C=CC=CC=1.[Br-].[C-]#N.[K+]. (2) Given the product [CH2:26]([C:20]1[CH:21]=[CH:22][CH:23]=[CH:24][C:19]=1[C:14]1[CH:15]=[CH:16][CH:17]=[CH:18][C:13]=1[C:12]1[N:8]([C:3]2[CH:4]=[CH:5][CH:6]=[CH:7][C:2]=2[F:1])[N:9]=[N:10][N:11]=1)[CH3:27], predict the reactants needed to synthesize it. The reactants are: [F:1][C:2]1[CH:7]=[CH:6][CH:5]=[CH:4][C:3]=1[N:8]1[C:12]([C:13]2[CH:18]=[CH:17][CH:16]=[CH:15][C:14]=2[C:19]2[CH:24]=[CH:23][CH:22]=[CH:21][C:20]=2O)=[N:11][N:10]=[N:9]1.[CH2:26](C1C=CC=CC=1B(O)O)[CH3:27].